This data is from Forward reaction prediction with 1.9M reactions from USPTO patents (1976-2016). The task is: Predict the product of the given reaction. (1) Given the reactants [CH3:1][PH:2](=[O:5])[O:3][CH3:4].[C:6]([O:9][CH:10]=[CH2:11])(=[O:8])[CH3:7], predict the reaction product. The product is: [C:6]([O:9][CH2:10][CH2:11][P:2]([O:3][CH3:4])([CH3:1])=[O:5])(=[O:8])[CH3:7]. (2) Given the reactants [F:1][C:2]1[CH:3]=[CH:4][CH:5]=[C:6]2[C:11]=1[N:10]=[C:9]([C:12]([NH:14][C@H:15]1[CH2:20][CH2:19][O:18][CH2:17][C@@H:16]1[OH:21])=[O:13])[CH:8]=[C:7]2[CH2:22][C:23]1[CH:24]=[N:25][C:26]([O:29]C)=[CH:27][CH:28]=1.I[Si](C)(C)C, predict the reaction product. The product is: [F:1][C:2]1[CH:3]=[CH:4][CH:5]=[C:6]2[C:11]=1[N:10]=[C:9]([C:12]([NH:14][C@H:15]1[CH2:20][CH2:19][O:18][CH2:17][C@@H:16]1[OH:21])=[O:13])[CH:8]=[C:7]2[CH2:22][C:23]1[CH:24]=[N:25][C:26]([OH:29])=[CH:27][CH:28]=1. (3) Given the reactants [OH:1][C:2]1[CH:3]=[C:4]([CH:9]=[C:10]([O:12][C:13]([C:15]2C=CC=CC=2)=O)[CH:11]=1)[C:5]([O:7]C)=[O:6].C(=O)([O-])[O-].[Cs+].[Cs+].CC1C=CC(S(O[C@H](C)[CH2:39][O:40][CH3:41])(=O)=O)=CC=1.C(OC(C)C)(=O)C.S(=O)(=O)(O)O.[OH-].[Na+].Cl, predict the reaction product. The product is: [OH:1][C:2]1[CH:3]=[C:4]([CH:9]=[C:10]([O:12][C@@H:13]([CH3:15])[CH2:39][O:40][CH3:41])[CH:11]=1)[C:5]([OH:7])=[O:6]. (4) The product is: [Br:13][CH2:10][C:9]([C:5]1[C:4]([CH3:12])=[CH:3][C:2]([Cl:1])=[CH:7][C:6]=1[CH3:8])=[O:11]. Given the reactants [Cl:1][C:2]1[CH:7]=[C:6]([CH3:8])[C:5]([C:9](=[O:11])[CH3:10])=[C:4]([CH3:12])[CH:3]=1.[Br-:13].[Br-].[Br-].C([N+](CCCC)(CCCC)CCCC)CCC.C([N+](CCCC)(CCCC)CCCC)CCC.C([N+](CCCC)(CCCC)CCCC)CCC, predict the reaction product.